This data is from Full USPTO retrosynthesis dataset with 1.9M reactions from patents (1976-2016). The task is: Predict the reactants needed to synthesize the given product. (1) The reactants are: [Cl-].O[NH3+:3].[C:4](=[O:7])([O-])[OH:5].[Na+].CS(C)=O.[C:13]([C:15]1[CH:20]=[CH:19][CH:18]=[CH:17][C:16]=1[C:21]1[CH:26]=[CH:25][C:24]([CH2:27][C:28]2[C:33](=[O:34])[N:32]([C:35]3[CH:48]=[CH:47][C:38]([O:39][C:40]([CH3:46])([CH3:45])[C:41]([O:43][CH3:44])=[O:42])=[CH:37][CH:36]=3)[C:31]([CH3:49])=[N:30][C:29]=2[CH2:50][CH2:51][CH3:52])=[CH:23][CH:22]=1)#[N:14]. Given the product [CH3:46][C:40]([O:39][C:38]1[CH:37]=[CH:36][C:35]([N:32]2[C:33](=[O:34])[C:28]([CH2:27][C:24]3[CH:23]=[CH:22][C:21]([C:16]4[CH:17]=[CH:18][CH:19]=[CH:20][C:15]=4[C:13]4[NH:3][C:4](=[O:7])[O:5][N:14]=4)=[CH:26][CH:25]=3)=[C:29]([CH2:50][CH2:51][CH3:52])[N:30]=[C:31]2[CH3:49])=[CH:48][CH:47]=1)([CH3:45])[C:41]([O:43][CH3:44])=[O:42], predict the reactants needed to synthesize it. (2) Given the product [Cl:1][C:2]1[CH:3]=[CH:4][C:5]([S:8]([N:11]([C@@H:12]2[CH2:18][C:17]([CH3:19])([CH3:20])[CH2:16][CH2:15][NH:14][C:13]2=[O:21])[CH2:23][C:24]2[CH:29]=[CH:28][C:27]([C:30]3[O:34][N:33]=[CH:32][CH:31]=3)=[CH:26][CH:25]=2)(=[O:10])=[O:9])=[CH:6][CH:7]=1, predict the reactants needed to synthesize it. The reactants are: [Cl:1][C:2]1[CH:7]=[CH:6][C:5]([S:8]([NH:11][C@@H:12]2[CH2:18][C:17]([CH3:20])([CH3:19])[CH2:16][CH2:15][NH:14][C:13]2=[O:21])(=[O:10])=[O:9])=[CH:4][CH:3]=1.Br[CH2:23][C:24]1[CH:29]=[CH:28][C:27]([C:30]2[O:34][N:33]=[CH:32][CH:31]=2)=[CH:26][CH:25]=1. (3) Given the product [CH2:19]([NH+:21]1[CH:25]=[CH:24][N:23]([CH3:26])[CH2:22]1)[CH3:20].[F:6][C:7]([F:17])([F:16])[S:8]([CH:2]([C:1]#[N:5])[C:3]#[N:4])(=[O:10])=[O:9], predict the reactants needed to synthesize it. The reactants are: [C:1](#[N:5])[CH2:2][C:3]#[N:4].[F:6][C:7]([F:17])([F:16])[S:8](N1C=CN=C1)(=[O:10])=[O:9].[Cl-].[CH2:19]([NH+:21]1[CH:25]=[CH:24][N:23]([CH3:26])[CH2:22]1)[CH3:20].O. (4) Given the product [Cl:32][C:26]1[N:25]=[C:24]([NH:23][NH:22][C:20](=[O:21])[C@H:7]([CH2:6][CH:1]2[CH2:2][CH2:3][CH2:4][CH2:5]2)[CH2:8][N:9]([O:12][CH2:13][C:14]2[CH:19]=[CH:18][CH:17]=[CH:16][CH:15]=2)[CH:10]=[O:11])[C:29]([F:30])=[C:28]([N:33]2[CH2:37][CH2:36][CH2:35][C@H:34]2[CH2:38][N:39]2[C:43]3[N:44]=[CH:45][N:46]=[CH:47][C:42]=3[N:41]=[N:40]2)[N:27]=1, predict the reactants needed to synthesize it. The reactants are: [CH:1]1([CH2:6][C@@H:7]([C:20]([NH:22][NH:23][C:24]2[C:29]([F:30])=[C:28](Cl)[N:27]=[C:26]([Cl:32])[N:25]=2)=[O:21])[CH2:8][N:9]([O:12][CH2:13][C:14]2[CH:19]=[CH:18][CH:17]=[CH:16][CH:15]=2)[CH:10]=[O:11])[CH2:5][CH2:4][CH2:3][CH2:2]1.[NH:33]1[CH2:37][CH2:36][CH2:35][C@H:34]1[CH2:38][N:39]1[C:43]2[N:44]=[CH:45][N:46]=[CH:47][C:42]=2[N:41]=[N:40]1.CCN(C(C)C)C(C)C.